This data is from Forward reaction prediction with 1.9M reactions from USPTO patents (1976-2016). The task is: Predict the product of the given reaction. Given the reactants [H-].[Na+].C(COC)OC.[OH:9][C:10]1[CH:11]=[N:12][CH:13]=[CH:14][CH:15]=1.[CH3:16][Si:17]([CH3:24])([CH3:23])[CH2:18][CH2:19][O:20][CH2:21]Cl, predict the reaction product. The product is: [CH3:16][Si:17]([CH3:24])([CH3:23])[CH2:18][CH2:19][O:20][CH2:21][O:9][C:10]1[CH:11]=[N:12][CH:13]=[CH:14][CH:15]=1.